Dataset: Catalyst prediction with 721,799 reactions and 888 catalyst types from USPTO. Task: Predict which catalyst facilitates the given reaction. (1) Reactant: [H-].[Na+].[N:3]1([CH2:9][CH2:10][CH2:11][CH2:12][OH:13])[CH2:8][CH2:7][CH2:6][CH2:5][CH2:4]1.[F:14][C:15]1[C:21](F)=[CH:20][C:18]([NH2:19])=[C:17]([N+:23]([O-:25])=[O:24])[CH:16]=1.O. Product: [F:14][C:15]1[C:21]([O:13][CH2:12][CH2:11][CH2:10][CH2:9][N:3]2[CH2:8][CH2:7][CH2:6][CH2:5][CH2:4]2)=[CH:20][C:18]([NH2:19])=[C:17]([N+:23]([O-:25])=[O:24])[CH:16]=1. The catalyst class is: 3. (2) Reactant: [Cl:1][C:2]1[CH:7]=[C:6]([Cl:8])[CH:5]=[CH:4][C:3]=1[N:9]1[C:13]2[C:14]([C:20]([F:23])([F:22])[F:21])=[CH:15][C:16]([C:18]#[N:19])=[CH:17][C:12]=2[NH:11][C:10]1=[O:24].[H-].[Na+].[CH3:27][CH2:28][N:29]([CH2:32][CH2:33]Cl)[CH2:30][CH3:31].Cl.[C:36](=[O:39])(O)[O-:37].[Na+]. Product: [F:21][C:20]([F:23])([F:22])[C:36]([OH:37])=[O:39].[Cl:1][C:2]1[CH:7]=[C:6]([Cl:8])[CH:5]=[CH:4][C:3]=1[N:9]1[C:13]2[C:14]([C:20]([F:23])([F:21])[F:22])=[CH:15][C:16]([C:18]([NH2:19])=[O:37])=[CH:17][C:12]=2[N:11]([CH2:27][CH2:28][N:29]([CH2:32][CH3:33])[CH2:30][CH3:31])[C:10]1=[O:24]. The catalyst class is: 289. (3) Reactant: [NH:1]1[CH:5]=[C:4]([CH2:6][CH2:7][OH:8])[CH:3]=[N:2]1.C(N(CC)CC)C.[C:16](=O)([O-:22])[O:17][C:18]([CH3:21])([CH3:20])[CH3:19]. Product: [OH:8][CH2:7][CH2:6][C:4]1[CH:5]=[N:1][N:2]([C:16]([O:17][C:18]([CH3:21])([CH3:20])[CH3:19])=[O:22])[CH:3]=1. The catalyst class is: 119. (4) Reactant: [C:1]([C:5]1[CH:6]=[CH:7][C:8]([CH3:20])=[C:9]([CH:19]=1)[O:10][C:11]1[S:12][CH:13]=[C:14]([C:16]([OH:18])=O)[N:15]=1)([CH3:4])([CH3:3])[CH3:2].[NH2:21][C:22]1[C:23]([O:40][CH3:41])=[N:24][C:25]([NH:30][CH2:31][CH2:32][S:33]([NH:36][CH:37]([CH3:39])[CH3:38])(=[O:35])=[O:34])=[N:26][C:27]=1[O:28][CH3:29].C(N(CC)CC)C.CN(C(ON1N=NC2C=CC=CC1=2)=[N+](C)C)C.F[P-](F)(F)(F)(F)F.C(=O)(O)[O-].[Na+]. Product: [C:1]([C:5]1[CH:6]=[CH:7][C:8]([CH3:20])=[C:9]([CH:19]=1)[O:10][C:11]1[S:12][CH:13]=[C:14]([C:16]([NH:21][C:22]2[C:27]([O:28][CH3:29])=[N:26][C:25]([NH:30][CH2:31][CH2:32][S:33](=[O:34])(=[O:35])[NH:36][CH:37]([CH3:39])[CH3:38])=[N:24][C:23]=2[O:40][CH3:41])=[O:18])[N:15]=1)([CH3:2])([CH3:3])[CH3:4]. The catalyst class is: 4.